From a dataset of Full USPTO retrosynthesis dataset with 1.9M reactions from patents (1976-2016). Predict the reactants needed to synthesize the given product. (1) Given the product [CH3:23][O:24][C:25]1[CH:30]=[C:29]([C:31]2[N:12]=[C:11]([C:9]3[CH:10]=[C:5]([C:3]([OH:2])=[O:4])[C:6]([C:14]4[CH:19]=[CH:18][CH:17]=[CH:16][C:15]=4[N+:20]([O-:22])=[O:21])=[CH:7][CH:8]=3)[S:13][CH:33]=2)[CH:28]=[CH:27][CH:26]=1, predict the reactants needed to synthesize it. The reactants are: C[O:2][C:3]([C:5]1[C:6]([C:14]2[CH:19]=[CH:18][CH:17]=[CH:16][C:15]=2[N+:20]([O-:22])=[O:21])=[CH:7][CH:8]=[C:9]([C:11](=[S:13])[NH2:12])[CH:10]=1)=[O:4].[CH3:23][O:24][C:25]1[CH:30]=[C:29]([C:31]([CH2:33]Br)=O)[CH:28]=[CH:27][CH:26]=1. (2) Given the product [CH2:1]([O:3][C:4]1[CH:5]=[C:6]([N:10]2[CH:14]=[C:13]([C:15]([OH:17])=[O:16])[N:12]=[C:11]2[C:20]2[CH:21]=[CH:22][C:23]([CH3:26])=[CH:24][CH:25]=2)[CH:7]=[CH:8][CH:9]=1)[CH3:2], predict the reactants needed to synthesize it. The reactants are: [CH2:1]([O:3][C:4]1[CH:5]=[C:6]([N:10]2[CH:14]=[C:13]([C:15]([O:17]CC)=[O:16])[N:12]=[C:11]2[C:20]2[CH:25]=[CH:24][C:23]([CH3:26])=[CH:22][CH:21]=2)[CH:7]=[CH:8][CH:9]=1)[CH3:2].[OH-].[Na+].Cl. (3) Given the product [CH3:1][C:2]1[C:6]([C:7]([NH:9][N:10]2[CH2:11][CH2:12][CH2:13][CH2:14][CH2:15]2)=[O:8])=[N:5][N:4]([C:16]2[CH:17]=[CH:18][C:19]([Cl:23])=[CH:20][C:21]=2[Cl:22])[C:3]=1[C:24]1[CH:25]=[CH:26][C:27]([Cl:30])=[CH:28][CH:29]=1, predict the reactants needed to synthesize it. The reactants are: [CH3:1][C:2]1[C:6]([C:7]([NH:9][N:10]2[CH2:15][CH2:14][CH2:13][CH2:12][CH2:11]2)=[O:8])=[N:5][N:4]([C:16]2[CH:17]=[CH:18][C:19]([Cl:23])=[CH:20][C:21]=2[Cl:22])[C:3]=1[C:24]1[CH:25]=[CH:26][C:27]([Cl:30])=[CH:28][CH:29]=1.Cl.C(=O)([O-])[O-].[Na+].[Na+]. (4) Given the product [CH:1]1([C:4]([N:73]2[CH:74]([CH3:76])[CH2:75][C:53]3[C:54](=[N:55][C:56]([N:57]4[CH2:62][CH2:61][CH:60]([O:63][C:64]5[CH:69]=[CH:68][C:67]([F:70])=[CH:66][C:65]=5[F:71])[CH2:59][CH2:58]4)=[C:51]([NH:50][CH2:49][CH:48]([F:77])[F:47])[N:52]=3)[CH2:72]2)=[O:6])[CH2:3][CH2:2]1.[C:41]([OH:42])([C:43]([F:46])([F:45])[F:44])=[O:40], predict the reactants needed to synthesize it. The reactants are: [CH:1]1([C:4]([OH:6])=O)[CH2:3][CH2:2]1.CCN(C(C)C)C(C)C.CN(C(ON1N=NC2C=CC=NC1=2)=[N+](C)C)C.F[P-](F)(F)(F)(F)F.[OH:40][C:41]([C:43]([F:46])([F:45])[F:44])=[O:42].[F:47][CH:48]([F:77])[CH2:49][NH:50][C:51]1[N:52]=[C:53]2[CH2:75][CH:74]([CH3:76])[NH:73][CH2:72][C:54]2=[N:55][C:56]=1[N:57]1[CH2:62][CH2:61][CH:60]([O:63][C:64]2[CH:69]=[CH:68][C:67]([F:70])=[CH:66][C:65]=2[F:71])[CH2:59][CH2:58]1. (5) Given the product [C:13]([C:12]1[CH:15]=[C:8]([C:4]2[CH:3]=[C:2]([NH:1][C:32](=[O:35])[CH2:33][CH3:34])[CH:7]=[CH:6][CH:5]=2)[C:9]([CH:29]2[CH2:31][CH2:30]2)=[N:10][C:11]=1[N:16]1[CH2:21][CH2:20][N:19]([C:22](=[O:27])[CH2:23][CH2:24][O:25][CH3:26])[C@H:18]([CH3:28])[CH2:17]1)#[N:14], predict the reactants needed to synthesize it. The reactants are: [NH2:1][C:2]1[CH:3]=[C:4]([C:8]2[C:9]([CH:29]3[CH2:31][CH2:30]3)=[N:10][C:11]([N:16]3[CH2:21][CH2:20][N:19]([C:22](=[O:27])[CH2:23][CH2:24][O:25][CH3:26])[C@H:18]([CH3:28])[CH2:17]3)=[C:12]([CH:15]=2)[C:13]#[N:14])[CH:5]=[CH:6][CH:7]=1.[C:32](O)(=[O:35])[CH2:33][CH3:34].CN(C(ON1N=NC2C=CC=NC1=2)=[N+](C)C)C.F[P-](F)(F)(F)(F)F.CCN(C(C)C)C(C)C.C([O-])(O)=O.[Na+]. (6) Given the product [Br:39][C:40]1[S:41][C:42]([C:45]([NH:19][C:20]2[CH:24]=[C:23]([C:25]3[CH:26]=[CH:27][C:28]([F:31])=[CH:29][CH:30]=3)[N:22]([C:32]([O:34][C:35]([CH3:38])([CH3:37])[CH3:36])=[O:33])[N:21]=2)=[O:46])=[CH:43][N:44]=1, predict the reactants needed to synthesize it. The reactants are: [I-].ClC1C=CC=C[N+]=1C.CCN(C(C)C)C(C)C.[NH2:19][C:20]1[CH:24]=[C:23]([C:25]2[CH:30]=[CH:29][C:28]([F:31])=[CH:27][CH:26]=2)[N:22]([C:32]([O:34][C:35]([CH3:38])([CH3:37])[CH3:36])=[O:33])[N:21]=1.[Br:39][C:40]1[S:41][C:42]([C:45](O)=[O:46])=[CH:43][N:44]=1.